Dataset: Forward reaction prediction with 1.9M reactions from USPTO patents (1976-2016). Task: Predict the product of the given reaction. (1) The product is: [Br:1][C:2]1[S:3][C:4]([C:7]([NH:41][CH:42]2[CH2:47][CH2:46][N:45]([CH2:48][C:49]3[CH:56]=[CH:55][C:52]([C:53]#[N:54])=[CH:51][CH:50]=3)[CH2:44][CH2:43]2)=[O:9])=[CH:5][N:6]=1. Given the reactants [Br:1][C:2]1[S:3][C:4]([C:7]([OH:9])=O)=[CH:5][N:6]=1.C(N(CC)CC)C.CN(C(ON1N=NC2C=CC=NC1=2)=[N+](C)C)C.F[P-](F)(F)(F)(F)F.[NH2:41][CH:42]1[CH2:47][CH2:46][N:45]([CH2:48][C:49]2[CH:56]=[CH:55][C:52]([C:53]#[N:54])=[CH:51][CH:50]=2)[CH2:44][CH2:43]1, predict the reaction product. (2) The product is: [CH2:23]([N:13]1[CH2:12][CH2:11][N:10]2[CH:14]=[C:15]([C:17]([O:19][CH2:20][CH3:21])=[O:18])[CH:16]=[C:9]2[CH2:8]1)[CH2:24][CH2:25][CH3:26]. Given the reactants FC(F)(F)C(O)=O.[CH2:8]1[NH:13][CH2:12][CH2:11][N:10]2[CH:14]=[C:15]([C:17]([O:19][CH2:20][CH3:21])=[O:18])[CH:16]=[C:9]12.Br[CH2:23][CH2:24][CH2:25][CH3:26].C(=O)([O-])[O-].[K+].[K+], predict the reaction product. (3) Given the reactants Cl.Cl.[CH3:3][S:4]([N:7]1[CH2:16][CH2:15][C:14]2[C:9](=[CH:10][CH:11]=[C:12]([C:17]3[O:21][N:20]=[C:19]([CH2:22][CH:23]4[CH2:28][CH2:27][NH:26][CH2:25][CH2:24]4)[N:18]=3)[CH:13]=2)[CH2:8]1)(=[O:6])=[O:5].Cl[C:30]1[CH:35]=[CH:34][C:33]([C:36]([F:39])([F:38])[F:37])=[CH:32][N:31]=1.C([O-])([O-])=O.[K+].[K+].CS(Cl)(=O)=O, predict the reaction product. The product is: [CH3:3][S:4]([N:7]1[CH2:16][CH2:15][C:14]2[C:9](=[CH:10][CH:11]=[C:12]([C:17]3[O:21][N:20]=[C:19]([CH2:22][CH:23]4[CH2:28][CH2:27][N:26]([C:30]5[CH:35]=[CH:34][C:33]([C:36]([F:39])([F:38])[F:37])=[CH:32][N:31]=5)[CH2:25][CH2:24]4)[N:18]=3)[CH:13]=2)[CH2:8]1)(=[O:5])=[O:6]. (4) Given the reactants C([O:3][C:4](=[O:24])[C:5]([O:15][C:16]1[CH:21]=[CH:20][CH:19]=[CH:18][C:17]=1[O:22][CH3:23])([CH3:14])[CH2:6][C:7]1[CH:12]=[CH:11][C:10]([OH:13])=[CH:9][CH:8]=1)C.[CH3:25][C:26]1[O:30][C:29]([C:31]2[CH:36]=[CH:35][CH:34]=[CH:33][CH:32]=2)=[N:28][C:27]=1[CH2:37][CH2:38]OS(C1C=CC(C)=CC=1)(=O)=O, predict the reaction product. The product is: [CH3:23][O:22][C:17]1[CH:18]=[CH:19][CH:20]=[CH:21][C:16]=1[O:15][C:5]([CH3:14])([CH2:6][C:7]1[CH:12]=[CH:11][C:10]([O:13][CH2:38][CH2:37][C:27]2[N:28]=[C:29]([C:31]3[CH:36]=[CH:35][CH:34]=[CH:33][CH:32]=3)[O:30][C:26]=2[CH3:25])=[CH:9][CH:8]=1)[C:4]([OH:3])=[O:24]. (5) The product is: [F:1][C:2]([F:16])([F:17])[C:3]([F:15])([C:8]1[CH:13]=[CH:12][C:11]([OH:14])=[C:10]([N+:27]([O-:29])=[O:28])[CH:9]=1)[C:4]([F:7])([F:6])[F:5]. Given the reactants [F:1][C:2]([F:17])([F:16])[C:3]([F:15])([C:8]1[CH:13]=[CH:12][C:11]([OH:14])=[CH:10][CH:9]=1)[C:4]([F:7])([F:6])[F:5].C(O)(=O)C.S(=O)(=O)(O)O.[N+:27]([O-])([OH:29])=[O:28], predict the reaction product. (6) Given the reactants [Cl:1][CH2:2][C:3](Cl)=[O:4].[C:6]([NH:9][C:10]([CH2:21][CH2:22][C:23]1[CH:28]=[CH:27][C:26]([S:29][C:30]2[CH:35]=[CH:34][CH:33]=[CH:32][CH:31]=2)=[CH:25][CH:24]=1)([C:16]([O:18][CH2:19][CH3:20])=[O:17])[C:11]([O:13][CH2:14][CH3:15])=[O:12])(=[O:8])[CH3:7].[Al+3].[Cl-].[Cl-].[Cl-], predict the reaction product. The product is: [C:6]([NH:9][C:10]([CH2:21][CH2:22][C:23]1[CH:28]=[CH:27][C:26]([S:29][C:30]2[CH:31]=[CH:32][C:33]([C:3](=[O:4])[CH2:2][Cl:1])=[CH:34][CH:35]=2)=[CH:25][CH:24]=1)([C:16]([O:18][CH2:19][CH3:20])=[O:17])[C:11]([O:13][CH2:14][CH3:15])=[O:12])(=[O:8])[CH3:7]. (7) Given the reactants [I:1][C:2]1[CH:9]=[CH:8][C:5]([CH2:6]Br)=[CH:4][CH:3]=1.[CH3:10][O:11][CH:12]1[CH2:17][CH2:16][NH:15][CH2:14][CH2:13]1, predict the reaction product. The product is: [I:1][C:2]1[CH:9]=[CH:8][C:5]([CH2:6][N:15]2[CH2:16][CH2:17][CH:12]([O:11][CH3:10])[CH2:13][CH2:14]2)=[CH:4][CH:3]=1.